From a dataset of NCI-60 drug combinations with 297,098 pairs across 59 cell lines. Regression. Given two drug SMILES strings and cell line genomic features, predict the synergy score measuring deviation from expected non-interaction effect. (1) Drug 1: CN(C(=O)NC(C=O)C(C(C(CO)O)O)O)N=O. Drug 2: C1CN(P(=O)(OC1)NCCCl)CCCl. Cell line: ACHN. Synergy scores: CSS=-2.56, Synergy_ZIP=3.71, Synergy_Bliss=2.77, Synergy_Loewe=0.269, Synergy_HSA=-1.65. (2) Drug 1: CC1=CC2C(CCC3(C2CCC3(C(=O)C)OC(=O)C)C)C4(C1=CC(=O)CC4)C. Drug 2: CC1C(C(=O)NC(C(=O)N2CCCC2C(=O)N(CC(=O)N(C(C(=O)O1)C(C)C)C)C)C(C)C)NC(=O)C3=C4C(=C(C=C3)C)OC5=C(C(=O)C(=C(C5=N4)C(=O)NC6C(OC(=O)C(N(C(=O)CN(C(=O)C7CCCN7C(=O)C(NC6=O)C(C)C)C)C)C(C)C)C)N)C. Cell line: NCIH23. Synergy scores: CSS=2.44, Synergy_ZIP=5.33, Synergy_Bliss=9.90, Synergy_Loewe=6.74, Synergy_HSA=7.28. (3) Drug 1: CC1=CC2C(CCC3(C2CCC3(C(=O)C)OC(=O)C)C)C4(C1=CC(=O)CC4)C. Drug 2: CN1C(=O)N2C=NC(=C2N=N1)C(=O)N. Cell line: EKVX. Synergy scores: CSS=0.826, Synergy_ZIP=-0.442, Synergy_Bliss=-0.253, Synergy_Loewe=-5.36, Synergy_HSA=-4.59. (4) Drug 1: COC1=NC(=NC2=C1N=CN2C3C(C(C(O3)CO)O)O)N. Drug 2: C#CCC(CC1=CN=C2C(=N1)C(=NC(=N2)N)N)C3=CC=C(C=C3)C(=O)NC(CCC(=O)O)C(=O)O. Cell line: HS 578T. Synergy scores: CSS=51.4, Synergy_ZIP=-0.671, Synergy_Bliss=-2.52, Synergy_Loewe=-3.95, Synergy_HSA=-2.64. (5) Drug 1: CC1=CC2C(CCC3(C2CCC3(C(=O)C)OC(=O)C)C)C4(C1=CC(=O)CC4)C. Drug 2: CC1C(C(CC(O1)OC2CC(CC3=C2C(=C4C(=C3O)C(=O)C5=C(C4=O)C(=CC=C5)OC)O)(C(=O)CO)O)N)O.Cl. Cell line: 786-0. Synergy scores: CSS=53.5, Synergy_ZIP=8.44, Synergy_Bliss=6.63, Synergy_Loewe=-24.7, Synergy_HSA=6.29.